From a dataset of Full USPTO retrosynthesis dataset with 1.9M reactions from patents (1976-2016). Predict the reactants needed to synthesize the given product. Given the product [C:20]1([C:26]2[O:27][C:28]([C:34]([F:36])([F:37])[F:35])=[C:29]([C:31]([NH:19][C:16]3[CH:17]=[N:18][C:13]([N:10]4[CH2:9][CH2:8][CH:7]([C:1]5[CH:2]=[CH:3][CH:4]=[CH:5][CH:6]=5)[CH2:12][CH2:11]4)=[CH:14][CH:15]=3)=[O:32])[N:30]=2)[CH:21]=[CH:22][CH:23]=[CH:24][CH:25]=1, predict the reactants needed to synthesize it. The reactants are: [C:1]1([CH:7]2[CH2:12][CH2:11][N:10]([C:13]3[N:18]=[CH:17][C:16]([NH2:19])=[CH:15][CH:14]=3)[CH2:9][CH2:8]2)[CH:6]=[CH:5][CH:4]=[CH:3][CH:2]=1.[C:20]1([C:26]2[O:27][C:28]([C:34]([F:37])([F:36])[F:35])=[C:29]([C:31](O)=[O:32])[N:30]=2)[CH:25]=[CH:24][CH:23]=[CH:22][CH:21]=1.